From a dataset of Full USPTO retrosynthesis dataset with 1.9M reactions from patents (1976-2016). Predict the reactants needed to synthesize the given product. (1) Given the product [CH3:12][N:13]1[C:17]([CH3:18])=[C:16]([CH2:19][N:20]2[CH2:21][CH2:22][N:23]([C:26]3[C:31]([N:32]4[CH2:37][CH2:36][CH:35]([CH2:38][O:39][S:7]([C:4]5[CH:5]=[CH:6][C:1]([CH3:11])=[CH:2][CH:3]=5)(=[O:9])=[O:8])[CH2:34][CH2:33]4)=[N:30][CH:29]=[CH:28][N:27]=3)[CH2:24][CH2:25]2)[CH:15]=[N:14]1, predict the reactants needed to synthesize it. The reactants are: [C:1]1([CH3:11])[CH:6]=[CH:5][C:4]([S:7](Cl)(=[O:9])=[O:8])=[CH:3][CH:2]=1.[CH3:12][N:13]1[C:17]([CH3:18])=[C:16]([CH2:19][N:20]2[CH2:25][CH2:24][N:23]([C:26]3[C:31]([N:32]4[CH2:37][CH2:36][CH:35]([CH2:38][OH:39])[CH2:34][CH2:33]4)=[N:30][CH:29]=[CH:28][N:27]=3)[CH2:22][CH2:21]2)[CH:15]=[N:14]1.C(N(CC)CC)C. (2) Given the product [NH:12]1[CH:16]=[CH:15][N:14]=[C:13]1[CH2:17][NH:11][C:10]1[CH:9]=[CH:8][NH:7][C:6]=1[C:4]([O:3][CH2:1][CH3:2])=[O:5], predict the reactants needed to synthesize it. The reactants are: [CH2:1]([O:3][C:4]([C:6]1[NH:7][CH:8]=[CH:9][C:10]=1[NH2:11])=[O:5])[CH3:2].[NH:12]1[CH:16]=[CH:15][N:14]=[C:13]1[CH:17]=O.[BH3-]C#N.[Na+]. (3) The reactants are: [S:1]1[C:5]2[CH:6]=[CH:7][CH:8]=[CH:9][C:4]=2[CH:3]=[C:2]1[C:10]([NH:12][C@H:13]([C:18]([NH:20][CH2:21][CH:22]1[CH2:27][CH2:26][CH2:25][N:24](C(OC(C)(C)C)=O)[CH2:23]1)=[O:19])[CH2:14][CH:15]([CH3:17])[CH3:16])=[O:11].Cl. Given the product [CH3:16][CH:15]([CH3:17])[CH2:14][C@H:13]([NH:12][C:10]([C:2]1[S:1][C:5]2[CH:6]=[CH:7][CH:8]=[CH:9][C:4]=2[CH:3]=1)=[O:11])[C:18]([NH:20][CH2:21][CH:22]1[CH2:27][CH2:26][CH2:25][NH:24][CH2:23]1)=[O:19], predict the reactants needed to synthesize it. (4) Given the product [NH2:1][C:2]1[CH:10]=[C:9]([F:11])[CH:8]=[CH:7][C:3]=1[C:4]1[S:19][C:14]2[CH:15]=[CH:16][CH:17]=[CH:18][C:13]=2[N:12]=1, predict the reactants needed to synthesize it. The reactants are: [NH2:1][C:2]1[CH:10]=[C:9]([F:11])[CH:8]=[CH:7][C:3]=1[C:4](O)=O.[NH2:12][C:13]1[CH:18]=[CH:17][CH:16]=[CH:15][C:14]=1[SH:19].C([O-])(O)=O.[Na+]. (5) Given the product [F:12][C:9]1[CH:10]=[N:11][C:2]([NH:17][CH2:13][CH:14]([CH3:16])[CH3:15])=[C:3]([CH:8]=1)[C:4]([OH:6])=[O:5], predict the reactants needed to synthesize it. The reactants are: Cl[C:2]1[N:11]=[CH:10][C:9]([F:12])=[CH:8][C:3]=1[C:4]([O:6]C)=[O:5].[CH2:13]([NH2:17])[CH:14]([CH3:16])[CH3:15].C(O)C.[OH-].[Na+].